This data is from Reaction yield outcomes from USPTO patents with 853,638 reactions. The task is: Predict the reaction yield, written as a fraction of the theoretical maximum amount of product (1.0 means a 100% yield; for example, 0.34 means a 34% yield). (1) The reactants are Cl.[NH:2]1[CH2:7][CH2:6][CH:5]([CH2:8][NH:9][C:10]([C:12]2[C:20]3[N:19]=[C:18]([C:21]([CH3:24])([CH3:23])[CH3:22])[NH:17][C:16]=3[CH:15]=[CH:14][CH:13]=2)=[O:11])[CH2:4][CH2:3]1.[CH:25]([N:28]([CH2:32][CH3:33])[CH:29]([CH3:31])C)(C)C.[C:34]([O:38][C:39](N1CCC(C=O)CC1)=[O:40])([CH3:37])([CH3:36])[CH3:35].[C:49](O[BH-](OC(=O)C)OC(=O)C)(=O)C.[Na+]. The catalyst is ClCCl. The product is [C:34]([O:38][C:39]([N:2]1[CH2:7][CH2:6][CH:5]([CH2:8][NH:9][C:10]([C:12]2[C:20]3[N:19]=[C:18]([C:21]([CH3:24])([CH3:23])[CH3:22])[NH:17][C:16]=3[CH:15]=[CH:14][CH:13]=2)=[O:11])[CH2:4][CH:3]1[CH2:25][N:28]1[CH2:29][CH2:31][CH2:49][CH2:33][CH2:32]1)=[O:40])([CH3:37])([CH3:36])[CH3:35]. The yield is 0.870. (2) The reactants are [CH3:1][O:2][C:3]1[CH:10]=[CH:9][C:6]([CH:7]=O)=[CH:5][CH:4]=1.Cl.[O:12]([NH2:14])[CH3:13]. No catalyst specified. The product is [CH3:13][O:12][N:14]=[CH:7][C:6]1[CH:9]=[CH:10][C:3]([O:2][CH3:1])=[CH:4][CH:5]=1. The yield is 1.00. (3) The reactants are C([O:8][C:9]1[C:18]2[C:13](=[C:14]([CH3:21])[C:15]([O:19][CH3:20])=[CH:16][CH:17]=2)[N:12]=[C:11](Cl)[CH:10]=1)C1C=CC=CC=1.[CH:23]([C:26]1[CH:30]=[CH:29][NH:28][N:27]=1)([CH3:25])[CH3:24]. No catalyst specified. The product is [OH:8][C:9]1[C:18]2[C:13](=[C:14]([CH3:21])[C:15]([O:19][CH3:20])=[CH:16][CH:17]=2)[N:12]=[C:11]([N:28]2[CH:29]=[CH:30][C:26]([CH:23]([CH3:25])[CH3:24])=[N:27]2)[CH:10]=1. The yield is 0.950. (4) The reactants are [H-].[Na+].[C:3]([N:11]1[CH2:16][CH2:15][N:14]([C:17](=[O:29])[C:18]([C:20]2[C:28]3[C:23](=[N:24][CH:25]=[CH:26][CH:27]=3)[NH:22][CH:21]=2)=[O:19])[C@H:13]([CH3:30])[CH2:12]1)(=[O:10])[C:4]1[CH:9]=[CH:8][CH:7]=[CH:6][CH:5]=1.[CH3:31]N(C=O)C. No catalyst specified. The product is [C:3]([N:11]1[CH2:16][CH2:15][N:14]([C:17](=[O:29])[C:18]([C:20]2[C:28]3[C:23](=[N:24][CH:25]=[CH:26][CH:27]=3)[N:22]([CH3:31])[CH:21]=2)=[O:19])[C@H:13]([CH3:30])[CH2:12]1)(=[O:10])[C:4]1[CH:5]=[CH:6][CH:7]=[CH:8][CH:9]=1. The yield is 0.240. (5) The reactants are [Cl:1][C:2]1[CH:11]=[C:10]2[C:5]([N:6]=[C:7]([N:16]3[CH2:21][CH2:20][N:19]([CH3:22])[CH2:18][CH2:17]3)[C:8]3[N:9]2[CH2:12][CH:13]([CH3:15])[N:14]=3)=[CH:4][CH:3]=1.ClC1C(=O)C(C#N)=C(C#N)C(=O)C=1Cl. The catalyst is C1(C)C(C)=CC=CC=1. The product is [Cl:1][C:2]1[CH:11]=[C:10]2[C:5]([N:6]=[C:7]([N:16]3[CH2:17][CH2:18][N:19]([CH3:22])[CH2:20][CH2:21]3)[C:8]3[N:9]2[CH:12]=[C:13]([CH3:15])[N:14]=3)=[CH:4][CH:3]=1. The yield is 0.260. (6) The catalyst is CC(C)=O.O. The product is [CH3:1][O:2][C:3](=[O:27])[CH:4]([C:16]1[CH:21]=[CH:20][C:19]([S:22]([CH3:25])(=[O:24])=[O:23])=[C:18]([Cl:26])[CH:17]=1)[CH2:5][CH:6]1[CH2:15][CH2:14][C:9](=[O:10])[CH2:8][CH2:7]1. The yield is 1.00. The reactants are [CH3:1][O:2][C:3](=[O:27])[CH:4]([C:16]1[CH:21]=[CH:20][C:19]([S:22]([CH3:25])(=[O:24])=[O:23])=[C:18]([Cl:26])[CH:17]=1)[CH2:5][CH:6]1[CH2:15][CH2:14][C:9]2(OCC[O:10]2)[CH2:8][CH2:7]1.Cl. (7) The reactants are [C:1]([C:4]1[C:20]([O:21][CH2:22][C@@H:23]([NH2:28])[CH2:24][CH:25]([CH3:27])[CH3:26])=[CH:19][C:7]2[N:8]([CH3:18])[C:9](=[O:17])[C:10]3[C:15]([C:6]=2[CH:5]=1)=[CH:14][CH:13]=[N:12][C:11]=3[CH3:16])(=[O:3])[CH3:2].[BH4-].[Na+]. The catalyst is C(O)C. The product is [NH2:28][C@@H:23]([CH2:24][CH:25]([CH3:27])[CH3:26])[CH2:22][O:21][C:20]1[C:4]([CH:1]([OH:3])[CH3:2])=[CH:5][C:6]2[C:15]3[C:10](=[C:11]([CH3:16])[N:12]=[CH:13][CH:14]=3)[C:9](=[O:17])[N:8]([CH3:18])[C:7]=2[CH:19]=1. The yield is 0.270.